Dataset: Peptide-MHC class II binding affinity with 134,281 pairs from IEDB. Task: Regression. Given a peptide amino acid sequence and an MHC pseudo amino acid sequence, predict their binding affinity value. This is MHC class II binding data. (1) The peptide sequence is HDGRGGAGGGMQRFA. The MHC is DRB5_0101 with pseudo-sequence DRB5_0101. The binding affinity (normalized) is 0.123. (2) The binding affinity (normalized) is 0.710. The peptide sequence is FFMSPKGISRMSMAM. The MHC is DRB1_0801 with pseudo-sequence DRB1_0801. (3) The peptide sequence is SADEVQRMMAEIDTD. The MHC is DRB1_1302 with pseudo-sequence DRB1_1302. The binding affinity (normalized) is 0.204. (4) The peptide sequence is GKLITDWCCRSCTLPPLR. The MHC is DRB4_0101 with pseudo-sequence DRB4_0103. The binding affinity (normalized) is 0.